From a dataset of Full USPTO retrosynthesis dataset with 1.9M reactions from patents (1976-2016). Predict the reactants needed to synthesize the given product. (1) Given the product [CH2:19]([O:18][C:16](=[O:17])[CH:15]([O:13][C:6]1[CH:7]=[CH:8][CH:9]=[C:10]2[C:5]=1[N:4]=[C:3]([O:2][CH3:1])[CH:12]=[CH:11]2)[C:21]([O:23][CH2:24][CH3:25])=[O:22])[CH3:20], predict the reactants needed to synthesize it. The reactants are: [CH3:1][O:2][C:3]1[CH:12]=[CH:11][C:10]2[C:5](=[C:6]([OH:13])[CH:7]=[CH:8][CH:9]=2)[N:4]=1.Br[CH:15]([C:21]([O:23][CH2:24][CH3:25])=[O:22])[C:16]([O:18][CH2:19][CH3:20])=[O:17].C([O-])([O-])=O.[Cs+].[Cs+]. (2) Given the product [CH2:2]([O:1][C:9]1[C:14]([O:15][CH3:16])=[CH:13][C:12]([N+:17]([O-:19])=[O:18])=[CH:11][N:10]=1)[CH3:3], predict the reactants needed to synthesize it. The reactants are: [O-:1][CH2:2][CH3:3].[Na+].C(O)C.Cl[C:9]1[C:14]([O:15][CH3:16])=[CH:13][C:12]([N+:17]([O-:19])=[O:18])=[CH:11][N:10]=1. (3) The reactants are: [N:1]1([CH2:6][CH:7]([C:9]2[CH:10]=[C:11]3[C:15](=[CH:16][CH:17]=2)[NH:14][C:13]([C:18]([O:20]CC)=O)=[CH:12]3)[CH3:8])[CH2:5][CH2:4][CH2:3][CH2:2]1.[F:23][C:24]1[CH:25]=[C:26]([CH:28]=[CH:29][CH:30]=1)[NH2:27]. Given the product [F:23][C:24]1[CH:25]=[C:26]([NH:27][C:18]([C:13]2[NH:14][C:15]3[C:11]([CH:12]=2)=[CH:10][C:9]([CH:7]([CH3:8])[CH2:6][N:1]2[CH2:2][CH2:3][CH2:4][CH2:5]2)=[CH:17][CH:16]=3)=[O:20])[CH:28]=[CH:29][CH:30]=1, predict the reactants needed to synthesize it. (4) Given the product [Cl:149][C:6]1[CH:5]=[C:4]([C@@H:9]([C@@H:18]2[CH2:23][CH2:22][CH2:21][N:20]([C:24](=[O:37])[NH:25][C@@H:26]([CH2:30][C@H:31]3[CH2:36][CH2:35][CH2:34][O:33][CH2:32]3)[CH2:27][NH:28][CH3:29])[CH2:19]2)[O:10][CH2:11][CH2:12][NH:13][C:14](=[O:17])[O:15][CH3:16])[CH:3]=[C:2]([F:1])[CH:7]=1, predict the reactants needed to synthesize it. The reactants are: [F:1][C:2]1[CH:3]=[C:4]([C@@H:9]([C@@H:18]2[CH2:23][CH2:22][CH2:21][N:20]([C:24](=[O:37])[NH:25][C@@H:26]([CH2:30][C@@H:31]3[CH2:36][CH2:35][CH2:34][O:33][CH2:32]3)[CH2:27][NH:28][CH3:29])[CH2:19]2)[O:10][CH2:11][CH2:12][NH:13][C:14](=[O:17])[O:15][CH3:16])[CH:5]=[C:6](F)[CH:7]=1.FC1C=C([C@@H]([C@@H]2CCCN(C(=O)N[C@@H](C[C@H]3CCCOC3)CNC)C2)OCCNC(=O)OC)C=C(F)C=1.FC1C=CC(C)=C([C@@H]([C@@H]2CCCN(C(=O)N[C@@H](C[C@@H]3CCCOC3)CNC)C2)OCCNC(=O)OC)C=1.FC1C=CC(C)=C([C@@H]([C@@H]2CCCN(C(=O)N[C@@H](C[C@H]3CCCOC3)CNC)C2)OCCNC(=O)OC)C=1.[Cl:149]C1C=C([C@@H]([C@@H]2CCCN(C(=O)N[C@@H](C[C@@H]3CCCOC3)CNC)C2)OCCNC(=O)OC)C=CC=1. (5) Given the product [F:24][C:23]([F:26])([F:25])[C:18]1[CH:19]=[CH:20][CH:21]=[CH:22][C:17]=1[O:16][CH:13]1[CH2:14][CH2:15][N:10]([C:7]2[S:6][C:5]([C:3]3[N:4]=[C:27]([CH2:28][OH:29])[O:1][N:2]=3)=[N:9][N:8]=2)[CH2:11][CH2:12]1, predict the reactants needed to synthesize it. The reactants are: [OH:1][N:2]=[C:3]([C:5]1[S:6][C:7]([N:10]2[CH2:15][CH2:14][CH:13]([O:16][C:17]3[CH:22]=[CH:21][CH:20]=[CH:19][C:18]=3[C:23]([F:26])([F:25])[F:24])[CH2:12][CH2:11]2)=[N:8][N:9]=1)[NH2:4].[C:27](OCC)(=O)[CH2:28][OH:29].